This data is from Reaction yield outcomes from USPTO patents with 853,638 reactions. The task is: Predict the reaction yield, written as a fraction of the theoretical maximum amount of product (1.0 means a 100% yield; for example, 0.34 means a 34% yield). (1) The reactants are [CH3:1][N:2]1[C:10]2[C:5](=[CH:6][C:7]([O:11][CH2:12][CH2:13]OS(C3C=CC(C)=CC=3)(=O)=O)=[CH:8][CH:9]=2)[C:4]([S:25]([C:28]2[C:37]3[C:32](=[CH:33][CH:34]=[CH:35][CH:36]=3)[CH:31]=[CH:30][CH:29]=2)(=[O:27])=[O:26])=[N:3]1.[CH:38]([NH2:41])([CH3:40])[CH3:39]. The catalyst is C1COCC1. The product is [CH:38]([NH:41][CH2:13][CH2:12][O:11][C:7]1[CH:6]=[C:5]2[C:10](=[CH:9][CH:8]=1)[N:2]([CH3:1])[N:3]=[C:4]2[S:25]([C:28]1[C:37]2[C:32](=[CH:33][CH:34]=[CH:35][CH:36]=2)[CH:31]=[CH:30][CH:29]=1)(=[O:26])=[O:27])([CH3:40])[CH3:39]. The yield is 0.579. (2) The reactants are [Br:1][C:2]1[CH:7]=[CH:6][C:5]([C:8]2[CH:12]([C:13]3[CH:18]=[CH:17][C:16]([S:19][CH3:20])=[C:15]([F:21])[CH:14]=3)[C:11]([CH3:23])(O)[O:10][N:9]=2)=[CH:4][CH:3]=1.O.C1(C)C=CC(S(O)(=O)=O)=CC=1. The catalyst is CO. The product is [Br:1][C:2]1[CH:3]=[CH:4][C:5]([C:8]2[C:12]([C:13]3[CH:18]=[CH:17][C:16]([S:19][CH3:20])=[C:15]([F:21])[CH:14]=3)=[C:11]([CH3:23])[O:10][N:9]=2)=[CH:6][CH:7]=1. The yield is 0.970.